Predict the reactants needed to synthesize the given product. From a dataset of Full USPTO retrosynthesis dataset with 1.9M reactions from patents (1976-2016). (1) The reactants are: [CH2:1]([OH:5])[C@@H:2]([OH:4])[CH3:3].[H-].[Na+].[CH2:8]([N:12]1[C:16]2[CH:17]=[N:18][CH:19]=[CH:20][C:15]=2[S:14]/[C:13]/1=[N:21]\[C:22](=[O:34])[C:23]1[CH:28]=[C:27]([C:29]([F:32])([F:31])[F:30])[CH:26]=[CH:25][C:24]=1F)[CH2:9][CH2:10][CH3:11]. Given the product [CH2:8]([N:12]1[C:16]2[CH:17]=[N:18][CH:19]=[CH:20][C:15]=2[S:14]/[C:13]/1=[N:21]\[C:22](=[O:34])[C:23]1[CH:28]=[C:27]([C:29]([F:32])([F:31])[F:30])[CH:26]=[CH:25][C:24]=1[O:5][CH2:1][C@@H:2]([OH:4])[CH3:3])[CH2:9][CH2:10][CH3:11], predict the reactants needed to synthesize it. (2) Given the product [NH2:1][C:2]1[CH:7]=[CH:6][CH:5]=[CH:4][C:3]=1[NH:8][C:9](=[O:28])[C:10]1[CH:15]=[CH:14][C:13]([CH2:16][N:17]2[CH2:25][C:24]3[C:19](=[CH:20][CH:21]=[CH:22][C:23]=3[C:32]3[CH:33]=[CH:34][C:35]([O:36][CH3:37])=[C:30]([F:29])[CH:31]=3)[C:18]2=[O:27])=[CH:12][CH:11]=1, predict the reactants needed to synthesize it. The reactants are: [NH2:1][C:2]1[CH:7]=[CH:6][CH:5]=[CH:4][C:3]=1[NH:8][C:9](=[O:28])[C:10]1[CH:15]=[CH:14][C:13]([CH2:16][N:17]2[CH2:25][C:24]3[C:19](=[CH:20][CH:21]=[CH:22][C:23]=3Br)[C:18]2=[O:27])=[CH:12][CH:11]=1.[F:29][C:30]1[CH:31]=[C:32](B(O)O)[CH:33]=[CH:34][C:35]=1[O:36][CH3:37]. (3) Given the product [OH:8][CH2:7][C:6]1[C:5]([N+:14]([O-:16])=[O:15])=[C:4]([CH3:3])[CH:13]=[CH:12][CH:11]=1, predict the reactants needed to synthesize it. The reactants are: [BH4-].[Na+].[CH3:3][C:4]1[C:5]([N+:14]([O-:16])=[O:15])=[C:6]([CH:11]=[CH:12][CH:13]=1)[C:7](OC)=[O:8].CO.C(OC(C)C)(C)C. (4) Given the product [OH:37][C:38]12[CH2:39][CH:40]3[CH2:46][CH:44]([CH2:43][C:42]([CH2:50][C:49]([O:52][CH:53]([CH3:64])[C:54]([F:63])([F:62])[C:55]([F:61])([F:60])[S:56]([O-:59])(=[O:58])=[O:57])=[O:51])([CH2:41]3)[CH2:47]1)[CH2:45]2.[CH3:23][C:7]1[CH:6]=[C:5]([S+:24]2[C:28]3[CH:29]=[CH:30][CH:31]=[CH:32][C:27]=3[C:26]3[CH:33]=[CH:34][CH:35]=[CH:36][C:25]2=3)[CH:4]=[C:3]([CH3:2])[C:8]=1[O:9][CH2:10][C:11](=[O:22])[O:12][C:13]([C:16]1[CH:17]=[CH:18][CH:19]=[CH:20][CH:21]=1)([CH3:15])[CH3:14], predict the reactants needed to synthesize it. The reactants are: [Br-].[CH3:2][C:3]1[CH:4]=[C:5]([S+:24]2[C:28]3[CH:29]=[CH:30][CH:31]=[CH:32][C:27]=3[C:26]3[CH:33]=[CH:34][CH:35]=[CH:36][C:25]2=3)[CH:6]=[C:7]([CH3:23])[C:8]=1[O:9][CH2:10][C:11](=[O:22])[O:12][C:13]([C:16]1[CH:21]=[CH:20][CH:19]=[CH:18][CH:17]=1)([CH3:15])[CH3:14].[OH:37][C:38]12[CH2:47][CH:42]3[CH2:43][CH:44]([CH2:46][CH:40]([CH2:41]3)[CH2:39]1)[CH2:45]2.[Na].[C:49]([O:52][CH:53]([CH3:64])[C:54]([F:63])([F:62])[C:55]([F:61])([F:60])[S:56]([O-:59])(=[O:58])=[O:57])(=[O:51])[CH3:50].O.